This data is from Catalyst prediction with 721,799 reactions and 888 catalyst types from USPTO. The task is: Predict which catalyst facilitates the given reaction. (1) Reactant: F[C:2]1[CH:3]=[C:4]2[C:9](=[C:10]([F:12])[CH:11]=1)[C:8](=[O:13])[CH2:7][CH2:6][CH2:5]2.C(N(CC)CC)C.[F:21][C:22]1[CH:23]=[C:24]([SH:28])[CH:25]=[CH:26][CH:27]=1.O. Product: [F:12][C:10]1[CH:11]=[C:2]([S:28][C:24]2[CH:25]=[CH:26][CH:27]=[C:22]([F:21])[CH:23]=2)[CH:3]=[C:4]2[C:9]=1[C:8](=[O:13])[CH2:7][CH2:6][CH2:5]2. The catalyst class is: 237. (2) Reactant: B(F)(F)F.[BH4-].[Na+].[F:7][C:8]1[CH:13]=[CH:12][C:11]([CH3:14])=[C:10]([CH:15]=[C:16]([N+:18]([O-])=O)[CH3:17])[CH:9]=1. Product: [F:7][C:8]1[CH:13]=[CH:12][C:11]([CH3:14])=[C:10]([CH2:15][CH:16]([NH2:18])[CH3:17])[CH:9]=1. The catalyst class is: 1.